From a dataset of NCI-60 drug combinations with 297,098 pairs across 59 cell lines. Regression. Given two drug SMILES strings and cell line genomic features, predict the synergy score measuring deviation from expected non-interaction effect. Drug 1: CC1C(C(CC(O1)OC2CC(CC3=C2C(=C4C(=C3O)C(=O)C5=C(C4=O)C(=CC=C5)OC)O)(C(=O)C)O)N)O.Cl. Drug 2: CC1CCCC2(C(O2)CC(NC(=O)CC(C(C(=O)C(C1O)C)(C)C)O)C(=CC3=CSC(=N3)C)C)C. Cell line: TK-10. Synergy scores: CSS=13.5, Synergy_ZIP=-4.80, Synergy_Bliss=2.00, Synergy_Loewe=-1.33, Synergy_HSA=-0.112.